This data is from Tyrosyl-DNA phosphodiesterase HTS with 341,365 compounds. The task is: Binary Classification. Given a drug SMILES string, predict its activity (active/inactive) in a high-throughput screening assay against a specified biological target. (1) The drug is O=C(N(NC(=O)Nc1c(cccc1C)C)C(C)(C)C)c1ccccc1. The result is 0 (inactive). (2) The molecule is S(=O)(=O)(N1CC(CC(C1)C)C)c1cc2N(CC(=O)NCCCOC)C(=O)COc2cc1. The result is 0 (inactive). (3) The drug is o1c(CCCCC)cc(=O)c2c1cccc2. The result is 0 (inactive).